This data is from Peptide-MHC class II binding affinity with 134,281 pairs from IEDB. The task is: Regression. Given a peptide amino acid sequence and an MHC pseudo amino acid sequence, predict their binding affinity value. This is MHC class II binding data. (1) The peptide sequence is LRTKLMTSRRVLEKE. The MHC is DRB3_0101 with pseudo-sequence DRB3_0101. The binding affinity (normalized) is 0. (2) The peptide sequence is YVENGLISRVLDGLV. The MHC is HLA-DQA10101-DQB10501 with pseudo-sequence HLA-DQA10101-DQB10501. The binding affinity (normalized) is 0.459. (3) The peptide sequence is LQFAKLTGFTLMGKG. The MHC is DRB1_1101 with pseudo-sequence DRB1_1101. The binding affinity (normalized) is 0.575. (4) The binding affinity (normalized) is 0. The MHC is HLA-DQA10501-DQB10302 with pseudo-sequence HLA-DQA10501-DQB10302. The peptide sequence is KKITKVIMGAVLIWVGI. (5) The binding affinity (normalized) is 0.249. The MHC is DRB3_0101 with pseudo-sequence DRB3_0101. The peptide sequence is NISGYNFSLGAAVKA.